Dataset: Forward reaction prediction with 1.9M reactions from USPTO patents (1976-2016). Task: Predict the product of the given reaction. Given the reactants [C:1]([O:5][C:6]([NH:8][C@@H:9]([CH2:47][C:48]1[CH:53]=[CH:52][CH:51]=[CH:50][CH:49]=1)[C@@H:10]([O:39][Si](C(C)(C)C)(C)C)[CH2:11][C@@H:12]([NH:28][C:29](=[O:38])[O:30][CH2:31][C:32]1[CH:37]=[CH:36][CH:35]=[CH:34][CH:33]=1)[CH2:13][C:14]1[CH:19]=[CH:18][C:17]([C:20]2[CH:25]=[CH:24][CH:23]=[C:22]([O:26][CH3:27])[N:21]=2)=[CH:16][CH:15]=1)=O)([CH3:4])([CH3:3])[CH3:2].CCCC[N+](CCCC)(CCCC)CCCC.[F-], predict the reaction product. The product is: [C:1]([O:5][CH2:6][NH:8][C@@H:9]([CH2:47][C:48]1[CH:53]=[CH:52][CH:51]=[CH:50][CH:49]=1)[C@@H:10]([OH:39])[CH2:11][C@@H:12]([NH:28][C:29](=[O:38])[O:30][CH2:31][C:32]1[CH:37]=[CH:36][CH:35]=[CH:34][CH:33]=1)[CH2:13][C:14]1[CH:19]=[CH:18][C:17]([C:20]2[CH:25]=[CH:24][CH:23]=[C:22]([O:26][CH3:27])[N:21]=2)=[CH:16][CH:15]=1)([CH3:4])([CH3:2])[CH3:3].